This data is from Catalyst prediction with 721,799 reactions and 888 catalyst types from USPTO. The task is: Predict which catalyst facilitates the given reaction. (1) Reactant: Cl[C:2]1[C:10]2[C:5](=[CH:6][CH:7]=[C:8]([O:11][C:12]3[CH:40]=[C:39]([N:41]4[CH2:46][CH2:45][N:44]([CH2:47][C:48]5[CH2:53][CH2:52][C:51]([CH3:55])([CH3:54])[CH2:50][C:49]=5[C:56]5[CH:61]=[CH:60][C:59]([Cl:62])=[CH:58][CH:57]=5)[CH2:43][CH2:42]4)[CH:38]=[CH:37][C:13]=3[C:14]([NH:16][S:17]([C:20]3[CH:25]=[CH:24][C:23]([NH:26][CH2:27][CH:28]4[CH2:33][CH2:32][O:31][CH2:30][CH2:29]4)=[C:22]([N+:34]([O-:36])=[O:35])[CH:21]=3)(=[O:19])=[O:18])=[O:15])[CH:9]=2)[NH:4][CH:3]=1.C([OH:65])C. Product: [Cl:62][C:59]1[CH:58]=[CH:57][C:56]([C:49]2[CH2:50][C:51]([CH3:55])([CH3:54])[CH2:52][CH2:53][C:48]=2[CH2:47][N:44]2[CH2:45][CH2:46][N:41]([C:39]3[CH:38]=[CH:37][C:13]([C:14]([NH:16][S:17]([C:20]4[CH:25]=[CH:24][C:23]([NH:26][CH2:27][CH:28]5[CH2:29][CH2:30][O:31][CH2:32][CH2:33]5)=[C:22]([N+:34]([O-:36])=[O:35])[CH:21]=4)(=[O:18])=[O:19])=[O:15])=[C:12]([O:11][C:8]4[CH:9]=[C:10]5[C:5](=[CH:6][CH:7]=4)[NH:4][C:3](=[O:65])[CH2:2]5)[CH:40]=3)[CH2:42][CH2:43]2)=[CH:61][CH:60]=1. The catalyst class is: 33. (2) Reactant: [CH3:1][N:2]1[C:7]([C:8]([F:11])([F:10])[F:9])=[CH:6][C:5](=[O:12])[N:4]([C:13]2[CH:14]=[CH:15][C:16]3[S:20][N:19]=[C:18]([C:21](=O)[C:22](OC)=[O:23])[C:17]=3[CH:27]=2)[C:3]1=[O:28].[NH2:29][C:30]1[CH:35]=[CH:34][CH:33]=[CH:32][C:31]=1[NH2:36]. Product: [O:23]=[C:22]1[NH:36][C:31]2[C:30](=[CH:35][CH:34]=[CH:33][CH:32]=2)[N:29]=[C:21]1[C:18]1[C:17]2[CH:27]=[C:13]([N:4]3[C:5](=[O:12])[CH:6]=[C:7]([C:8]([F:11])([F:9])[F:10])[N:2]([CH3:1])[C:3]3=[O:28])[CH:14]=[CH:15][C:16]=2[S:20][N:19]=1. The catalyst class is: 8. (3) Reactant: [Cl:1][C:2]1[CH:3]=[C:4]([CH3:14])[C:5]2[NH:10]C(=O)[O:8][C:7](=O)[C:6]=2[CH:13]=1.C(O)(=O)C.[CH3:19][NH2:20].O. Product: [NH2:10][C:5]1[C:4]([CH3:14])=[CH:3][C:2]([Cl:1])=[CH:13][C:6]=1[C:7]([NH:20][CH3:19])=[O:8]. The catalyst class is: 10. (4) Reactant: [NH2:1][CH:2]([CH3:6])[CH:3]([OH:5])[CH3:4].[C:7](O[C:7]([O:9][C:10]([CH3:13])([CH3:12])[CH3:11])=[O:8])([O:9][C:10]([CH3:13])([CH3:12])[CH3:11])=[O:8]. Product: [OH:5][CH:3]([CH3:4])[CH:2]([NH:1][C:7](=[O:8])[O:9][C:10]([CH3:13])([CH3:12])[CH3:11])[CH3:6]. The catalyst class is: 2. (5) Reactant: [CH2:1]([O:3][C:4]([C:6]1([NH2:11])[CH2:8][CH:7]1[CH:9]=[CH2:10])=[O:5])[CH3:2].CO.[P:14](=[O:18])([OH:17])([OH:16])[OH:15]. Product: [P:14]([OH:18])([OH:17])([OH:16])=[O:15].[CH2:1]([O:3][C:4]([C:6]1([NH2:11])[CH2:8][CH:7]1[CH:9]=[CH2:10])=[O:5])[CH3:2]. The catalyst class is: 237. (6) Product: [F:32][C:33]([F:50])([F:51])[O:34][C:35]1[CH:36]=[CH:37][C:38]([O:39][C:40]2[CH:41]=[C:42]([CH2:43][NH:44][C:4](=[O:6])[C:3]3[CH:7]=[CH:8][CH:9]=[N:10][C:2]=3[NH2:1])[CH:45]=[CH:46][CH:47]=2)=[CH:48][CH:49]=1. The catalyst class is: 3. Reactant: [NH2:1][C:2]1[N:10]=[CH:9][CH:8]=[CH:7][C:3]=1[C:4]([OH:6])=O.ON1C2C=CC=CC=2N=N1.CCN=C=NCCCN(C)C.[F:32][C:33]([F:51])([F:50])[O:34][C:35]1[CH:49]=[CH:48][C:38]([O:39][C:40]2[CH:41]=[C:42]([CH:45]=[CH:46][CH:47]=2)[CH2:43][NH2:44])=[CH:37][CH:36]=1.C(=O)(O)[O-].[Na+]. (7) Reactant: Br[C:2]1[CH:3]=[C:4]([CH:10]2[O:14]CCO2)[CH:5]=[CH:6][C:7]=1[O:8][CH3:9].[CH2:15]([NH2:17])[CH3:16].CC(C)([O-])C.[Na+].Cl. Product: [CH2:15]([NH:17][C:2]1[CH:3]=[C:4]([CH:5]=[CH:6][C:7]=1[O:8][CH3:9])[CH:10]=[O:14])[CH3:16]. The catalyst class is: 101.